From a dataset of Cav3 T-type calcium channel HTS with 100,875 compounds. Binary Classification. Given a drug SMILES string, predict its activity (active/inactive) in a high-throughput screening assay against a specified biological target. (1) The drug is S(=O)(=O)(NC(C(=O)Nc1ccc(cc1)C(OCC)=O)C)c1ccc(OC)cc1. The result is 0 (inactive). (2) The compound is O1C2C3C(C(C(CC3(Oc3c2cccc3)C)C)(C1)CO)C. The result is 0 (inactive). (3) The molecule is Fc1ccc(C(CC(=O)N2CCCC2)c2occc2)cc1. The result is 0 (inactive).